Dataset: Catalyst prediction with 721,799 reactions and 888 catalyst types from USPTO. Task: Predict which catalyst facilitates the given reaction. Reactant: C1C=CC(P(C2C=CC=CC=2)C2C=CC=CC=2)=CC=1.[C:20]([OH:23])(=[S:22])[CH3:21].O[CH:25](C)[CH2:26][P:27](=[O:36])([CH2:32][CH:33](O)[CH3:34])[CH2:28][CH:29](O)[CH3:30].CC([O:41]C(/N=N/C(OC(C)C)=O)=O)C.[C:52]([O-:55])([O-])=O.[Na+].[Na+]. Product: [C:20](=[O:23])([S:22][CH2:30][CH2:29][CH2:28][P:27]([CH2:26][CH2:25][CH2:52][OH:55])([CH2:32][CH2:33][CH2:34][OH:41])=[O:36])[CH3:21]. The catalyst class is: 49.